This data is from Catalyst prediction with 721,799 reactions and 888 catalyst types from USPTO. The task is: Predict which catalyst facilitates the given reaction. (1) Reactant: [F:1][C@H:2]1[C@@H:7]([O:8][C:9]2[CH:16]=[CH:15][C:14]([C:17]3[N:22]=[C:21]([NH:23][C:24]4[CH:29]=[CH:28][C:27]([N:30]5[CH2:35][CH2:34][N:33]([CH:36]6[CH2:39][O:38][CH2:37]6)[CH2:32][CH2:31]5)=[CH:26][CH:25]=4)[N:20]=[CH:19][N:18]=3)=[CH:13][C:10]=2[C:11]#[N:12])[CH2:6][CH2:5][NH:4][CH2:3]1.[CH3:40][C:41]1[C:45]([C:46](O)=[O:47])=[C:44]([CH3:49])[NH:43][N:42]=1.CN(C(ON1N=NC2C=CC=NC1=2)=[N+](C)C)C.F[P-](F)(F)(F)(F)F. Product: [CH3:40][C:41]1[C:45]([C:46]([N:4]2[CH2:5][CH2:6][C@H:7]([O:8][C:9]3[CH:16]=[CH:15][C:14]([C:17]4[N:22]=[C:21]([NH:23][C:24]5[CH:29]=[CH:28][C:27]([N:30]6[CH2:31][CH2:32][N:33]([CH:36]7[CH2:39][O:38][CH2:37]7)[CH2:34][CH2:35]6)=[CH:26][CH:25]=5)[N:20]=[CH:19][N:18]=4)=[CH:13][C:10]=3[C:11]#[N:12])[C@H:2]([F:1])[CH2:3]2)=[O:47])=[C:44]([CH3:49])[NH:43][N:42]=1. The catalyst class is: 3. (2) Reactant: [Br:1][C:2]1[CH:3]=[C:4]([C:8]2([CH3:36])[C:13]([CH3:15])([CH3:14])[O:12][C:11]([NH:16][C@H:17]([C:28]3[CH:33]=[CH:32][CH:31]=[CH:30][CH:29]=3)[CH2:18][CH2:19][O:20][Si](C(C)(C)C)(C)C)=[N:10][S:9]2(=[O:35])=[O:34])[CH:5]=[CH:6][CH:7]=1.Cl. Product: [Br:1][C:2]1[CH:3]=[C:4]([C:8]2([CH3:36])[C:13]([CH3:15])([CH3:14])[O:12][C:11]([NH:16][C@H:17]([C:28]3[CH:29]=[CH:30][CH:31]=[CH:32][CH:33]=3)[CH2:18][CH2:19][OH:20])=[N:10][S:9]2(=[O:35])=[O:34])[CH:5]=[CH:6][CH:7]=1. The catalyst class is: 5. (3) Reactant: [S:1]1[CH:5]=[CH:4][CH:3]=[C:2]1B(O)O.Br[C:10]1[CH:15]=[CH:14][C:13]([CH3:16])=[CH:12][N:11]=1.C([O-])([O-])=O.[Na+].[Na+]. Product: [CH3:16][C:13]1[CH:14]=[CH:15][C:10]([C:2]2[S:1][CH:5]=[CH:4][CH:3]=2)=[N:11][CH:12]=1. The catalyst class is: 104.